From a dataset of Full USPTO retrosynthesis dataset with 1.9M reactions from patents (1976-2016). Predict the reactants needed to synthesize the given product. The reactants are: Cl[C:2]1[CH:7]=[C:6]([CH:8]2[CH2:11][N:10]([C:12]([O:14][C:15]([CH3:18])([CH3:17])[CH3:16])=[O:13])[CH2:9]2)[CH:5]=[C:4]([N:19]2[CH2:23][CH2:22][C:21]([F:25])([F:24])[CH2:20]2)[N:3]=1.CC1(C)C2C(=C(P(C3C=CC=CC=3)C3C=CC=CC=3)C=CC=2)OC2C(P(C3C=CC=CC=3)C3C=CC=CC=3)=CC=CC1=2.[NH2:68][C:69]1[CH:74]=[C:73]([C:75]([F:78])([F:77])[F:76])[CH:72]=[CH:71][N:70]=1.O1CCOCC1.C(=O)([O-])[O-].[Cs+].[Cs+]. Given the product [F:25][C:21]1([F:24])[CH2:22][CH2:23][N:19]([C:4]2[CH:5]=[C:6]([CH:8]3[CH2:11][N:10]([C:12]([O:14][C:15]([CH3:17])([CH3:16])[CH3:18])=[O:13])[CH2:9]3)[CH:7]=[C:2]([NH:68][C:69]3[CH:74]=[C:73]([C:75]([F:77])([F:76])[F:78])[CH:72]=[CH:71][N:70]=3)[N:3]=2)[CH2:20]1, predict the reactants needed to synthesize it.